This data is from Full USPTO retrosynthesis dataset with 1.9M reactions from patents (1976-2016). The task is: Predict the reactants needed to synthesize the given product. (1) Given the product [Cl:24][C:25]1[CH:26]=[CH:27][C:28]([N:20]2[CH2:19][CH2:18][C:14]3[N:15]=[CH:16][N:17]=[C:12]([NH:11][C@@H:9]([C:6]4[CH:7]=[N:8][C:3]([C:2]([F:1])([F:22])[F:23])=[CH:4][CH:5]=4)[CH3:10])[C:13]=3[CH2:21]2)=[C:29]([CH:32]=1)[C:30]#[N:31], predict the reactants needed to synthesize it. The reactants are: [F:1][C:2]([F:23])([F:22])[C:3]1[N:8]=[CH:7][C:6]([C@H:9]([NH:11][C:12]2[C:13]3[CH2:21][NH:20][CH2:19][CH2:18][C:14]=3[N:15]=[CH:16][N:17]=2)[CH3:10])=[CH:5][CH:4]=1.[Cl:24][C:25]1[CH:26]=[CH:27][C:28](F)=[C:29]([CH:32]=1)[C:30]#[N:31].C(N(CC)C(C)C)(C)C. (2) Given the product [NH2:19][C:9]1[C:10](=[O:18])[NH:11][C:12]2[C:17]([C:8]=1[C:5]1[CH:6]=[CH:7][C:2]([F:1])=[CH:3][CH:4]=1)=[CH:16][CH:15]=[CH:14][CH:13]=2, predict the reactants needed to synthesize it. The reactants are: [F:1][C:2]1[CH:7]=[CH:6][C:5]([C:8]2[C:17]3[C:12](=[CH:13][CH:14]=[CH:15][CH:16]=3)[NH:11][C:10](=[O:18])[C:9]=2[NH:19]C(=O)C)=[CH:4][CH:3]=1.C(=O)([O-])[O-].[Na+].[Na+]. (3) Given the product [C:1]([C:3]1[C:11]2[C:6](=[CH:7][C:8]([C:12]([Cl:20])=[O:13])=[CH:9][CH:10]=2)[N:5]([CH2:15][CH3:16])[CH:4]=1)#[N:2], predict the reactants needed to synthesize it. The reactants are: [C:1]([C:3]1[C:11]2[C:6](=[CH:7][C:8]([C:12](O)=[O:13])=[CH:9][CH:10]=2)[N:5]([CH2:15][CH3:16])[CH:4]=1)#[N:2].C(Cl)(=O)C([Cl:20])=O. (4) Given the product [CH3:12][N:10]([CH3:11])[NH:9][C:6]1([C:17]#[N:18])[CH2:7][CH2:8][N:3]([O:2][CH3:1])[CH2:4][CH2:5]1, predict the reactants needed to synthesize it. The reactants are: [CH3:1][O:2][N:3]1[CH2:8][CH2:7][C:6](=[N:9][N:10]([CH3:12])[CH3:11])[CH2:5][CH2:4]1.C[Si]([C:17]#[N:18])(C)C.C(=O)(O)[O-].[Na+]. (5) Given the product [F:19][C:20]([F:25])([F:24])[C:21]([OH:23])=[O:22].[N:13]1[CH:14]=[CH:15][CH:16]=[N:17][C:12]=1[NH:11][CH2:10][CH2:9][CH2:8][CH2:7][C:6]([OH:18])=[O:5], predict the reactants needed to synthesize it. The reactants are: C([O:5][C:6](=[O:18])[CH2:7][CH2:8][CH2:9][CH2:10][NH:11][C:12]1[N:17]=[CH:16][CH:15]=[CH:14][N:13]=1)(C)(C)C.[F:19][C:20]([F:25])([F:24])[C:21]([OH:23])=[O:22]. (6) Given the product [N+:1]([C:4]1[CH:12]=[CH:11][CH:10]=[CH:9][C:5]=1[C:6]([CH:17]([C:18](=[O:20])[CH3:19])[C:16](=[O:15])[CH3:21])=[O:7])([O-:3])=[O:2], predict the reactants needed to synthesize it. The reactants are: [N+:1]([C:4]1[CH:12]=[CH:11][CH:10]=[CH:9][C:5]=1[C:6](Cl)=[O:7])([O-:3])=[O:2].C[Si](C)(C)[O:15][C:16]([CH3:21])=[CH:17][C:18](=[O:20])[CH3:19]. (7) Given the product [CH3:14][O:17][C:18]([C:2]1[CH:3]=[CH:4][C:5]2[CH2:6][CH2:7][CH:8]([NH:12][C:18]([O:17][C:14]([CH3:16])([CH3:15])[CH3:13])=[O:19])[CH2:9][C:10]=2[CH:11]=1)=[O:19], predict the reactants needed to synthesize it. The reactants are: Br[C:2]1[CH:11]=[C:10]2[C:5]([CH2:6][CH2:7][CH:8]([NH2:12])[CH2:9]2)=[CH:4][CH:3]=1.[CH3:13][C:14]([O:17][C:18](O[C:18]([O:17][C:14]([CH3:16])([CH3:15])[CH3:13])=[O:19])=[O:19])([CH3:16])[CH3:15].